The task is: Predict the reactants needed to synthesize the given product.. This data is from Full USPTO retrosynthesis dataset with 1.9M reactions from patents (1976-2016). (1) Given the product [Br:1][C:2]1[CH:7]=[CH:6][C:5]([CH3:8])=[C:4]([NH2:9])[CH:3]=1, predict the reactants needed to synthesize it. The reactants are: [Br:1][C:2]1[CH:7]=[CH:6][C:5]([CH3:8])=[C:4]([N+:9]([O-])=O)[CH:3]=1.[Cl-].[NH4+].CCO.C(O)(=O)C. (2) The reactants are: [C:1](=[N:14][C:15]1[C:20]([F:21])=[CH:19][CH:18]=[CH:17][N:16]=1)([C:8]1C=CC=CC=1)C1C=CC=CC=1.C(OC(OCC)CBr)C.Br.O. Given the product [F:21][C:20]1[C:15]2[N:16]([CH:8]=[CH:1][N:14]=2)[CH:17]=[CH:18][CH:19]=1, predict the reactants needed to synthesize it.